From a dataset of Reaction yield outcomes from USPTO patents with 853,638 reactions. Predict the reaction yield, written as a fraction of the theoretical maximum amount of product (1.0 means a 100% yield; for example, 0.34 means a 34% yield). (1) The reactants are [CH2:1]([O:4][C:5]1[CH:10]=[CH:9][C:8]([CH2:11][SH:12])=[CH:7][CH:6]=1)[CH:2]=[CH2:3].[N:13]1([CH2:18][CH2:19]OS(C2C=CC(C)=CC=2)(=O)=O)[CH:17]=[CH:16][N:15]=[N:14]1.[H-].[Na+].O. The catalyst is CN(C=O)C.ClCCl. The product is [CH2:1]([O:4][C:5]1[CH:10]=[CH:9][C:8]([CH2:11][S:12][CH2:19][CH2:18][N:13]2[CH:17]=[CH:16][N:15]=[N:14]2)=[CH:7][CH:6]=1)[CH:2]=[CH2:3]. The yield is 0.790. (2) The reactants are F[C:2](F)(F)C(O)=O.C([CH:15]1[CH2:20][NH:19][CH2:18][CH2:17][N:16]1[C:21]1[C:26]([NH:27][CH2:28][CH2:29]C)=[CH:25][CH:24]=[CH:23][N:22]=1)(OC(C)(C)C)=O.C([O-])([O-])=O.[K+].[K+].O. The catalyst is ClCCl. The product is [N:16]1([C:21]2[C:26]([NH:27][CH:28]([CH3:29])[CH3:2])=[CH:25][CH:24]=[CH:23][N:22]=2)[CH2:15][CH2:20][NH:19][CH2:18][CH2:17]1. The yield is 1.00. (3) The reactants are Cl[C:2]1[N:13]=[C:12]([C:14]([F:17])([F:16])[F:15])[CH:11]=[CH:10][C:3]=1[C:4]([N:6]([O:8][CH3:9])[CH3:7])=[O:5].[CH3:18][Si:19]([C:22]#[CH:23])([CH3:21])[CH3:20]. No catalyst specified. The product is [CH3:9][O:8][N:6]([CH3:7])[C:4](=[O:5])[C:3]1[CH:10]=[CH:11][C:12]([C:14]([F:17])([F:16])[F:15])=[N:13][C:2]=1[C:23]#[C:22][Si:19]([CH3:21])([CH3:20])[CH3:18]. The yield is 0.600.